From a dataset of Forward reaction prediction with 1.9M reactions from USPTO patents (1976-2016). Predict the product of the given reaction. (1) Given the reactants C(OC([N:8]1[CH2:13][CH2:12][NH:11][CH2:10][CH2:9]1)=O)(C)(C)C.[CH2:14]([S:16](Cl)(=[O:18])=[O:17])[CH3:15], predict the reaction product. The product is: [CH2:14]([S:16]([N:8]1[CH2:9][CH2:10][NH:11][CH2:12][CH2:13]1)(=[O:18])=[O:17])[CH3:15]. (2) The product is: [NH2:8][C@H:9]([CH3:34])[C@H:10]([NH:15][C:16](=[O:33])[C:17]1[CH:22]=[CH:21][C:20]([C:23]#[C:24][C:25]#[C:26][C:27]2[CH:28]=[N:29][N:30]([CH3:32])[CH:31]=2)=[CH:19][CH:18]=1)[C:11]([NH:35][OH:36])=[O:12]. Given the reactants C(O)(C(F)(F)F)=O.[NH2:8][C@H:9]([CH3:34])[C@H:10]([NH:15][C:16](=[O:33])[C:17]1[CH:22]=[CH:21][C:20]([C:23]#[C:24][C:25]#[C:26][C:27]2[CH:28]=[N:29][N:30]([CH3:32])[CH:31]=2)=[CH:19][CH:18]=1)[C:11](OC)=[O:12].[NH2:35][OH:36], predict the reaction product. (3) Given the reactants [CH:1]1([N:6]2[CH:10]=[C:9]([NH:11][C:12]([C:14]3[N:15]([CH3:22])[CH:16]=[C:17]([N+:19]([O-])=O)[CH:18]=3)=[O:13])[CH:8]=[C:7]2[C:23]([NH:25][C:26]2[CH:30]=[C:29]([C:31]([NH:33][CH2:34][CH2:35][CH2:36][N:37]([CH3:39])[CH3:38])=[O:32])[N:28]([CH3:40])[CH:27]=2)=[O:24])[CH2:5][CH2:4][CH2:3][CH2:2]1.[CH2:41]([OH:43])C, predict the reaction product. The product is: [CH:1]1([N:6]2[CH:10]=[C:9]([NH:11][C:12]([C:14]3[N:15]([CH3:22])[CH:16]=[C:17]([NH:19][CH:41]=[O:43])[CH:18]=3)=[O:13])[CH:8]=[C:7]2[C:23]([NH:25][C:26]2[CH:30]=[C:29]([C:31]([NH:33][CH2:34][CH2:35][CH2:36][N:37]([CH3:39])[CH3:38])=[O:32])[N:28]([CH3:40])[CH:27]=2)=[O:24])[CH2:5][CH2:4][CH2:3][CH2:2]1. (4) Given the reactants [C:1]([C:3]1[CH:12]=[CH:11][C:6]([C:7]([NH:9][CH3:10])=[O:8])=[CH:5][CH:4]=1)#[N:2].C(=O)([O-])[O-].[K+].[K+].Cl.[NH2:20][OH:21], predict the reaction product. The product is: [OH:21][NH:20][C:1]([C:3]1[CH:12]=[CH:11][C:6]([C:7]([NH:9][CH3:10])=[O:8])=[CH:5][CH:4]=1)=[NH:2]. (5) Given the reactants Cl.[CH3:2][N:3]1[CH2:8][CH2:7][CH:6]([C:9]([OH:11])=O)[CH2:5][CH2:4]1.C(N(C(C)C)C(C)C)C.F[B-](F)(F)F.N1(OC(N(C)C)=[N+](C)C)C2C=CC=CC=2N=N1.Cl.CN(C)CCCN=C=NCC.[CH3:55][O:56][C:57]1[CH:75]=[CH:74][CH:73]=[CH:72][C:58]=1[CH2:59][NH:60][C:61]1[CH:70]=[CH:69][C:68]2[C:63](=[CH:64][CH:65]=[C:66]([NH2:71])[CH:67]=2)[N:62]=1.C(=O)(O)[O-].[Na+], predict the reaction product. The product is: [CH3:55][O:56][C:57]1[CH:75]=[CH:74][CH:73]=[CH:72][C:58]=1[CH2:59][NH:60][C:61]1[CH:70]=[CH:69][C:68]2[C:63](=[CH:64][CH:65]=[C:66]([NH:71][C:9]([CH:6]3[CH2:5][CH2:4][N:3]([CH3:2])[CH2:8][CH2:7]3)=[O:11])[CH:67]=2)[N:62]=1. (6) Given the reactants [CH3:1][C:2]1[CH:3]=[C:4]([NH:9][CH2:10][CH2:11][C:12]2[CH:13]=[N:14][C:15]([C:18]([F:21])([F:20])[F:19])=[CH:16][CH:17]=2)[CH:5]=[CH:6][C:7]=1[CH3:8].[C:22]([C:30](O)=[O:31])(=[O:29])[C:23]1[CH:28]=[CH:27][CH:26]=[CH:25][CH:24]=1.C(Cl)CCl.[BH4-].[Na+], predict the reaction product. The product is: [CH3:1][C:2]1[CH:3]=[C:4]([N:9]([CH2:10][CH2:11][C:12]2[CH:13]=[N:14][C:15]([C:18]([F:21])([F:20])[F:19])=[CH:16][CH:17]=2)[C:30](=[O:31])[C@@H:22]([OH:29])[C:23]2[CH:28]=[CH:27][CH:26]=[CH:25][CH:24]=2)[CH:5]=[CH:6][C:7]=1[CH3:8]. (7) Given the reactants OS(O)(=O)=O.[CH:6]1[C:11]([C:12]2[CH:13]=[CH:14][C:15]([F:19])=[CH:16][C:17]=2[F:18])=[CH:10][C:9]([C:20]([OH:22])=[O:21])=[C:8]([OH:23])[CH:7]=1.[CH3:24]O, predict the reaction product. The product is: [F:18][C:17]1[CH:16]=[C:15]([F:19])[CH:14]=[CH:13][C:12]=1[C:11]1[CH:6]=[CH:7][C:8]([OH:23])=[C:9]([C:20]([O:22][CH3:24])=[O:21])[CH:10]=1. (8) Given the reactants [CH2:1]([O:8][C:9]([CH:11]1[CH2:16][O:15][C:14]([CH2:18]I)([CH3:17])[CH2:13][N:12]1[CH2:20][C:21]1[CH:26]=[CH:25][CH:24]=[CH:23][CH:22]=1)=[O:10])[C:2]1[CH:7]=[CH:6][CH:5]=[CH:4][CH:3]=1.C([SnH](CCCC)CCCC)CCC.CC(N=NC(C#N)(C)C)(C#N)C, predict the reaction product. The product is: [CH2:1]([O:8][C:9]([CH:11]1[CH2:16][O:15][C:14]([CH3:18])([CH3:17])[CH2:13][N:12]1[CH2:20][C:21]1[CH:22]=[CH:23][CH:24]=[CH:25][CH:26]=1)=[O:10])[C:2]1[CH:3]=[CH:4][CH:5]=[CH:6][CH:7]=1. (9) Given the reactants C[O:2][C:3]([C:5]1[O:9][N:8]=[C:7]([O:10][CH2:11][C:12]([O:14]CC)=[O:13])[CH:6]=1)=[O:4], predict the reaction product. The product is: [C:3]([C:5]1[O:9][N:8]=[C:7]([O:10][CH2:11][C:12]([OH:14])=[O:13])[CH:6]=1)([OH:4])=[O:2].